Dataset: Reaction yield outcomes from USPTO patents with 853,638 reactions. Task: Predict the reaction yield, written as a fraction of the theoretical maximum amount of product (1.0 means a 100% yield; for example, 0.34 means a 34% yield). (1) The reactants are CC([Si](C)(C)[O:6][C@H:7]1[CH2:12][C@@H:11]([CH2:13][N:14]2[C:22](=[O:23])[C:21]3[C:16](=[CH:17][CH:18]=[CH:19][CH:20]=3)[C:15]2=[O:24])[CH2:10][N:9]([C:25]([O:27][CH2:28][C:29]2[CH:34]=[CH:33][CH:32]=[CH:31][CH:30]=2)=[O:26])[CH2:8]1)(C)C.[F-].C([N+](CCCC)(CCCC)CCCC)CCC. The catalyst is C1COCC1. The product is [O:24]=[C:15]1[C:16]2[C:21](=[CH:20][CH:19]=[CH:18][CH:17]=2)[C:22](=[O:23])[N:14]1[CH2:13][C@H:11]1[CH2:12][C@@H:7]([OH:6])[CH2:8][N:9]([C:25]([O:27][CH2:28][C:29]2[CH:30]=[CH:31][CH:32]=[CH:33][CH:34]=2)=[O:26])[CH2:10]1. The yield is 0.540. (2) The reactants are O1[C:5]2([CH2:10][CH2:9][CH:8]([C:11]3[S:12][CH:13]=[CH:14][N:15]=3)[CH2:7][CH2:6]2)[O:4]CC1.C([O-])([O-])=O.[Na+].[Na+]. The catalyst is C1COCC1. The product is [S:12]1[CH:13]=[CH:14][N:15]=[C:11]1[CH:8]1[CH2:7][CH2:6][C:5](=[O:4])[CH2:10][CH2:9]1. The yield is 0.950. (3) The reactants are [NH2:1][C:2]1[CH:3]=[C:4]([C:8]2[C:9]3[CH:36]=[C:35]([Cl:37])[CH:34]=[CH:33][C:10]=3[N:11](CC3C=CC(OC)=CC=3)[C:12](=[O:23])[CH:13]([CH2:15][C:16]3[CH:21]=[CH:20][CH:19]=[CH:18][C:17]=3[Cl:22])[N:14]=2)[CH:5]=[N:6][CH:7]=1.[Cl-].[Al+3].[Cl-].[Cl-]. The catalyst is C1(OC)C=CC=CC=1. The product is [NH2:1][C:2]1[CH:3]=[C:4]([C:8]2[C:9]3[CH:36]=[C:35]([Cl:37])[CH:34]=[CH:33][C:10]=3[NH:11][C:12](=[O:23])[CH:13]([CH2:15][C:16]3[CH:21]=[CH:20][CH:19]=[CH:18][C:17]=3[Cl:22])[N:14]=2)[CH:5]=[N:6][CH:7]=1. The yield is 0.340. (4) The product is [CH3:1][O:2][C:3]1[CH:4]=[C:5]([CH:10]=[CH:11][C:12]=1[O:13][C@@H:14]1[CH2:18][CH2:17][O:16][CH2:15]1)[C:6]([OH:8])=[O:7]. The yield is 0.790. The reactants are [CH3:1][O:2][C:3]1[CH:4]=[C:5]([CH:10]=[CH:11][C:12]=1[O:13][C@@H:14]1[CH2:18][CH2:17][O:16][CH2:15]1)[C:6]([O:8]C)=[O:7].[OH-].[Na+]. The catalyst is O1CCOCC1. (5) The reactants are Br[C:2]1[CH:3]=[C:4]2[C:9](=[CH:10][CH:11]=1)[N:8]=[CH:7][N:6]=[C:5]2[OH:12].[F:13][C:14]1[CH:19]=[CH:18][C:17](B(O)O)=[CH:16][CH:15]=1.C([O-])([O-])=O.[K+].[K+].C(O)(=O)C. The catalyst is O1CCOCC1.O.C1C=CC([P]([Pd]([P](C2C=CC=CC=2)(C2C=CC=CC=2)C2C=CC=CC=2)([P](C2C=CC=CC=2)(C2C=CC=CC=2)C2C=CC=CC=2)[P](C2C=CC=CC=2)(C2C=CC=CC=2)C2C=CC=CC=2)(C2C=CC=CC=2)C2C=CC=CC=2)=CC=1. The product is [F:13][C:14]1[CH:19]=[CH:18][C:17]([C:2]2[CH:3]=[C:4]3[C:9](=[CH:10][CH:11]=2)[N:8]=[CH:7][N:6]=[C:5]3[OH:12])=[CH:16][CH:15]=1. The yield is 0.950. (6) No catalyst specified. The product is [CH2:1]([NH:8][C:9]([NH:11][N:12]([C:14]([CH3:19])([CH3:18])[C:15]([NH:20][C@@H:21]([CH2:44][C:45]1[CH:50]=[CH:49][C:48]([O:51][C:52]([CH3:54])([CH3:53])[CH3:55])=[CH:47][CH:46]=1)[C:22]([N:24]([CH2:36][CH:37]([O:41][CH2:42][CH3:43])[O:38][CH2:39][CH3:40])[CH2:25][C:26]1[C:35]2[C:30](=[CH:31][CH:32]=[CH:33][CH:34]=2)[CH:29]=[CH:28][CH:27]=1)=[O:23])=[O:17])[CH3:13])=[O:10])[C:2]1[CH:3]=[CH:4][CH:5]=[CH:6][CH:7]=1. The reactants are [CH2:1]([NH:8][C:9]([NH:11][N:12]([C:14]([CH3:19])([CH3:18])[C:15]([OH:17])=O)[CH3:13])=[O:10])[C:2]1[CH:7]=[CH:6][CH:5]=[CH:4][CH:3]=1.[NH2:20][C@@H:21]([CH2:44][C:45]1[CH:50]=[CH:49][C:48]([O:51][C:52]([CH3:55])([CH3:54])[CH3:53])=[CH:47][CH:46]=1)[C:22]([N:24]([CH2:36][CH:37]([O:41][CH2:42][CH3:43])[O:38][CH2:39][CH3:40])[CH2:25][C:26]1[C:35]2[C:30](=[CH:31][CH:32]=[CH:33][CH:34]=2)[CH:29]=[CH:28][CH:27]=1)=[O:23]. The yield is 0.580. (7) The reactants are [NH2:1][C:2]1[CH:3]=[CH:4][CH:5]=[C:6]2[C:11]=1[CH2:10][C:9](=[O:12])[CH2:8][CH2:7]2.[BH4-].[Na+].O. The catalyst is CO. The product is [NH2:1][C:2]1[CH:3]=[CH:4][CH:5]=[C:6]2[C:11]=1[CH2:10][CH:9]([OH:12])[CH2:8][CH2:7]2. The yield is 0.710.